Task: Predict the reactants needed to synthesize the given product.. Dataset: Full USPTO retrosynthesis dataset with 1.9M reactions from patents (1976-2016) Given the product [F:1][C:2]1[CH:3]=[CH:4][C:5]([CH:8]2[CH2:9][CH2:10][C:11](=[O:12])[CH2:16][CH2:17]2)=[CH:6][CH:7]=1, predict the reactants needed to synthesize it. The reactants are: [F:1][C:2]1[CH:7]=[CH:6][C:5]([CH:8]2[CH2:17][CH2:16][C:11]3(OCC[O:12]3)[CH2:10][CH2:9]2)=[CH:4][CH:3]=1.S(=O)(=O)(O)O.